The task is: Predict the product of the given reaction.. This data is from Forward reaction prediction with 1.9M reactions from USPTO patents (1976-2016). (1) Given the reactants COC1C=CC(C[N:8](CC2C=CC(OC)=CC=2)[C:9]2[N:13](CC3C=CC(OC)=CC=3)[N:12]=[C:11]([NH:23][C:24]3[CH:25]=[C:26]([C:30]([C:32]4[CH:37]=[CH:36][CH:35]=[CH:34][CH:33]=4)=[O:31])[CH:27]=[CH:28][CH:29]=3)[N:10]=2)=CC=1.C(O)(C(F)(F)F)=O, predict the reaction product. The product is: [NH2:8][C:9]1[NH:13][N:12]=[C:11]([NH:23][C:24]2[CH:25]=[C:26]([C:30]([C:32]3[CH:37]=[CH:36][CH:35]=[CH:34][CH:33]=3)=[O:31])[CH:27]=[CH:28][CH:29]=2)[N:10]=1. (2) Given the reactants [CH3:1][C:2]1[C:6]([C:7]2[CH:8]=[C:9]([C:34]([O:36]C)=[O:35])[C:10]3[NH:11][C:12]4[C:17]([C:18]=3[CH:19]=2)=[C:16]([C:20]([N:22]2[CH2:27][C@H:26]([CH3:28])[O:25][C@H:24]([CH3:29])[CH2:23]2)=[O:21])[CH:15]=[C:14]([C:30]([F:33])([F:32])[F:31])[CH:13]=4)=[C:5]([CH3:38])[O:4][N:3]=1.O.[OH-].[Li+], predict the reaction product. The product is: [CH3:1][C:2]1[C:6]([C:7]2[CH:8]=[C:9]([C:34]([OH:36])=[O:35])[C:10]3[NH:11][C:12]4[C:17]([C:18]=3[CH:19]=2)=[C:16]([C:20]([N:22]2[CH2:23][C@H:24]([CH3:29])[O:25][C@H:26]([CH3:28])[CH2:27]2)=[O:21])[CH:15]=[C:14]([C:30]([F:31])([F:33])[F:32])[CH:13]=4)=[C:5]([CH3:38])[O:4][N:3]=1. (3) Given the reactants Br[C:2]1[CH:7]=[CH:6][CH:5]=[CH:4][C:3]=1[C:8]1[CH:13]=[CH:12][CH:11]=[CH:10][CH:9]=1.[C:14]1(=O)[C:26]2[C:18]([C:19]3[C:24]([CH:25]=2)=[CH:23][CH:22]=[CH:21][CH:20]=3)=[CH:17][CH:16]=[CH:15]1, predict the reaction product. The product is: [CH:7]1[C:2]2[C:25]3([C:26]4[CH:14]=[CH:15][CH:16]=[CH:17][C:18]=4[C:19]4[C:24]3=[CH:23][CH:22]=[CH:21][CH:20]=4)[C:13]3[C:8](=[CH:9][CH:10]=[CH:11][CH:12]=3)[C:3]=2[CH:4]=[CH:5][CH:6]=1. (4) Given the reactants [C:1]([O:5][C:6]([N:8]1[CH2:12][C:11]([F:14])([F:13])[CH2:10][CH:9]1[CH2:15][OH:16])=[O:7])([CH3:4])([CH3:3])[CH3:2].CCN(CC)CC.CS(C)=O, predict the reaction product. The product is: [C:1]([O:5][C:6]([N:8]1[CH2:12][C:11]([F:13])([F:14])[CH2:10][CH:9]1[CH:15]=[O:16])=[O:7])([CH3:4])([CH3:3])[CH3:2]. (5) Given the reactants [O:1]1[CH2:6][CH2:5][CH2:4][O:3][CH:2]1[CH2:7][CH2:8][CH2:9][C:10]([OH:12])=O.CN.Cl.[CH3:16][N:17](C)CCCN=C=NCC.OC1C2N=NNC=2C=CC=1, predict the reaction product. The product is: [O:1]1[CH2:6][CH2:5][CH2:4][O:3][CH:2]1[CH2:7][CH2:8][CH2:9][C:10]([NH:17][CH3:16])=[O:12].